From a dataset of NCI-60 drug combinations with 297,098 pairs across 59 cell lines. Regression. Given two drug SMILES strings and cell line genomic features, predict the synergy score measuring deviation from expected non-interaction effect. (1) Drug 1: CS(=O)(=O)C1=CC(=C(C=C1)C(=O)NC2=CC(=C(C=C2)Cl)C3=CC=CC=N3)Cl. Synergy scores: CSS=45.5, Synergy_ZIP=4.80, Synergy_Bliss=7.62, Synergy_Loewe=-23.0, Synergy_HSA=8.07. Drug 2: CCC1=C2CN3C(=CC4=C(C3=O)COC(=O)C4(CC)O)C2=NC5=C1C=C(C=C5)O. Cell line: NCI-H460. (2) Drug 1: C1CC(=O)NC(=O)C1N2CC3=C(C2=O)C=CC=C3N. Drug 2: CN(C(=O)NC(C=O)C(C(C(CO)O)O)O)N=O. Cell line: NCI-H226. Synergy scores: CSS=-4.21, Synergy_ZIP=-1.20, Synergy_Bliss=-5.73, Synergy_Loewe=-4.59, Synergy_HSA=-5.20.